Dataset: Reaction yield outcomes from USPTO patents with 853,638 reactions. Task: Predict the reaction yield, written as a fraction of the theoretical maximum amount of product (1.0 means a 100% yield; for example, 0.34 means a 34% yield). (1) The reactants are [N+](=[CH:3][C:4](=[O:23])[CH2:5][CH2:6][C:7]1[NH:8][C:9]2[C:14]([C:15]=1[CH2:16][C:17]([O:19][CH2:20][CH2:21][CH3:22])=[O:18])=[CH:13][CH:12]=[CH:11][CH:10]=2)=[N-]. The catalyst is CCCCCCCC(O)=O.CCCCCCCC(O)=O.CCCCCCCC(O)=O.CCCCCCCC(O)=O.[Rh].[Rh].C(Cl)Cl. The product is [O:23]=[C:4]1[CH2:3][N:8]2[C:9]3[C:14]([C:15]([CH2:16][C:17]([O:19][CH2:20][CH2:21][CH3:22])=[O:18])=[C:7]2[CH2:6][CH2:5]1)=[CH:13][CH:12]=[CH:11][CH:10]=3. The yield is 0.640. (2) The reactants are [Cl:1][C:2]1[C:3]([N:30]([CH3:32])[CH3:31])=[CH:4][C:5]2[O:10][CH:9]([C:11]([N:13]3[CH2:18][CH2:17][C:16]([CH2:21][C:22]4[CH:27]=[CH:26][C:25]([F:28])=[CH:24][CH:23]=4)([C:19]#[N:20])[CH2:15][CH2:14]3)=[O:12])[CH2:8][NH:7][C:6]=2[CH:29]=1.C([O-])([O-])=O.[K+].[K+].Br[CH2:40][CH2:41][OH:42]. The catalyst is CN(C=O)C.O. The product is [Cl:1][C:2]1[C:3]([N:30]([CH3:31])[CH3:32])=[CH:4][C:5]2[O:10][CH:9]([C:11]([N:13]3[CH2:14][CH2:15][C:16]([CH2:21][C:22]4[CH:23]=[CH:24][C:25]([F:28])=[CH:26][CH:27]=4)([C:19]#[N:20])[CH2:17][CH2:18]3)=[O:12])[CH2:8][N:7]([CH2:40][CH2:41][OH:42])[C:6]=2[CH:29]=1. The yield is 0.366. (3) The reactants are [I:1][C:2]1[CH:7]=[CH:6][C:5]([CH2:8][C:9]([OH:11])=O)=[CH:4][CH:3]=1.[NH2:12][C:13]1[S:14][CH:15]=[C:16]([CH3:22])[C:17]=1[C:18]([O:20][CH3:21])=[O:19]. No catalyst specified. The product is [I:1][C:2]1[CH:3]=[CH:4][C:5]([CH2:8][C:9]([NH:12][C:13]2[S:14][CH:15]=[C:16]([CH3:22])[C:17]=2[C:18]([O:20][CH3:21])=[O:19])=[O:11])=[CH:6][CH:7]=1. The yield is 0.870. (4) The reactants are [Br:1][C:2]1[S:6][CH:5]=[C:4]([C:7]([NH2:10])([CH3:9])[CH3:8])[CH:3]=1.[C:11](=O)([O:22][CH:23]1[CH:28]2[CH2:29][CH2:30][N:25]([CH2:26][CH2:27]2)[CH2:24]1)[O:12]C1C=CC([N+]([O-])=O)=CC=1. The catalyst is C1COCC1.CN(C)C1C=CN=CC=1. The product is [Br:1][C:2]1[S:6][CH:5]=[C:4]([C:7]2([NH:10][C:11](=[O:12])[O:22][CH:23]3[CH:28]4[CH2:27][CH2:26][N:25]([CH2:30][CH2:29]4)[CH2:24]3)[CH2:9][CH2:8]2)[CH:3]=1. The yield is 0.490. (5) The reactants are C[O:2][C:3](=O)[CH2:4][C:5]([NH:7][C:8]1[CH:13]=[CH:12][C:11]([O:14][CH2:15][C:16]2[CH:21]=[CH:20][CH:19]=[C:18]([F:22])[CH:17]=2)=[CH:10][C:9]=1[F:23])=[O:6].[OH-].[NH4+:26]. No catalyst specified. The product is [F:23][C:9]1[CH:10]=[C:11]([O:14][CH2:15][C:16]2[CH:21]=[CH:20][CH:19]=[C:18]([F:22])[CH:17]=2)[CH:12]=[CH:13][C:8]=1[NH:7][C:5](=[O:6])[CH2:4][C:3]([NH2:26])=[O:2]. The yield is 0.870. (6) The reactants are O[C:2]1([C:22]([F:25])([F:24])[F:23])[CH2:6][N:5]([C:7]2[CH:12]=[CH:11][C:10]([S:13]([CH3:16])(=[O:15])=[O:14])=[CH:9][CH:8]=2)[C:4]([C:17]2[CH:21]=[CH:20][S:19][CH:18]=2)=[N:3]1.O.C1(C)C=CC(S(O)(=O)=O)=CC=1. The catalyst is C1(C)C=CC=CC=1. The product is [CH3:16][S:13]([C:10]1[CH:9]=[CH:8][C:7]([N:5]2[CH:6]=[C:2]([C:22]([F:24])([F:25])[F:23])[N:3]=[C:4]2[C:17]2[CH:21]=[CH:20][S:19][CH:18]=2)=[CH:12][CH:11]=1)(=[O:15])=[O:14]. The yield is 0.640. (7) The reactants are Br[C:2]1[CH:7]=[CH:6][C:5]([Br:8])=[CH:4][N:3]=1.C([Li])CCC.[CH:14](=[O:18])[CH2:15][CH2:16][CH3:17]. The catalyst is C1(C)C=CC=CC=1. The product is [Br:8][C:5]1[CH:6]=[CH:7][C:2]([CH:14]([OH:18])[CH2:15][CH2:16][CH3:17])=[N:3][CH:4]=1. The yield is 0.700.